Regression/Classification. Given a drug SMILES string, predict its toxicity properties. Task type varies by dataset: regression for continuous values (e.g., LD50, hERG inhibition percentage) or binary classification for toxic/non-toxic outcomes (e.g., AMES mutagenicity, cardiotoxicity, hepatotoxicity). Dataset: herg_karim. From a dataset of hERG potassium channel inhibition data for cardiac toxicity prediction from Karim et al.. The drug is CC(c1ccc(-c2ccc(=O)[nH]c2)cc1)C(N)C(=O)N1CCC(F)C1. The result is 1 (blocker).